This data is from Human intestinal absorption (HIA) binary classification data from Hou et al.. The task is: Regression/Classification. Given a drug SMILES string, predict its absorption, distribution, metabolism, or excretion properties. Task type varies by dataset: regression for continuous measurements (e.g., permeability, clearance, half-life) or binary classification for categorical outcomes (e.g., BBB penetration, CYP inhibition). Dataset: hia_hou. (1) The result is 1 (good absorption). The molecule is O=C1Cc2cc(CCN3CCN(c4nsc5ccccc45)CC3)c(Cl)cc2N1. (2) The molecule is O[C@](CCN1CCCCC1)(c1ccccc1)C1CCCCC1. The result is 1 (good absorption). (3) The molecule is CC(C)(C)NC[C@@H](O)c1cc(O)cc(O)c1. The result is 1 (good absorption). (4) The result is 1 (good absorption). The compound is CCCC[C@](C)(O)C/C=C/[C@@H]1[C@H](CCCCCCC(=O)OC)C(=O)C[C@H]1O.